This data is from Retrosynthesis with 50K atom-mapped reactions and 10 reaction types from USPTO. The task is: Predict the reactants needed to synthesize the given product. (1) Given the product O=C(c1ccc(-c2ccc(OCC3CCN(CC4(C(F)(F)F)CCC4)CC3)cc2)c(F)c1)N1CCC[C@@H]1CO, predict the reactants needed to synthesize it. The reactants are: O=C(O)c1ccc(-c2ccc(OCC3CCN(CC4(C(F)(F)F)CCC4)CC3)cc2)c(F)c1.OC[C@H]1CCCN1. (2) Given the product O=C(O)C(F)(F)F, predict the reactants needed to synthesize it. The reactants are: Cc1cc(C(=O)Cl)no1.O=C(C[C@@H]1CCCNC1)Nc1ccc2cc1CCc1cncc(c1)Nc1ncc(Cl)c(n1)N2.